This data is from Catalyst prediction with 721,799 reactions and 888 catalyst types from USPTO. The task is: Predict which catalyst facilitates the given reaction. Reactant: [C:1]([O:5][C:6](=[O:22])[C:7]([CH3:21])([CH3:20])[CH2:8][CH2:9][CH2:10][CH2:11][O:12]CC1C=CC=CC=1)([CH3:4])([CH3:3])[CH3:2].[H][H]. Product: [C:1]([O:5][C:6](=[O:22])[C:7]([CH3:21])([CH3:20])[CH2:8][CH2:9][CH2:10][CH2:11][OH:12])([CH3:4])([CH3:2])[CH3:3]. The catalyst class is: 78.